Dataset: Reaction yield outcomes from USPTO patents with 853,638 reactions. Task: Predict the reaction yield, written as a fraction of the theoretical maximum amount of product (1.0 means a 100% yield; for example, 0.34 means a 34% yield). (1) The reactants are [CH:1]([C:4]1[CH:9]=[CH:8][C:7]([CH:10]2[C:14]3[C:15]([CH3:32])=[C:16]([NH:21][CH2:22][CH2:23][C:24]4[CH:29]=[CH:28][C:27]([O:30][CH3:31])=[CH:26][CH:25]=4)[C:17]([CH3:20])=[C:18]([CH3:19])[C:13]=3[O:12][C:11]2([CH3:34])[CH3:33])=[CH:6][CH:5]=1)([CH3:3])[CH3:2].[C:35](Cl)(=[O:37])[CH3:36].C(=O)([O-])O.[Na+]. The catalyst is CCCCCC.C(OCC)(=O)C. The product is [CH:1]([C:4]1[CH:5]=[CH:6][C:7]([CH:10]2[C:14]3[C:15]([CH3:32])=[C:16]([N:21]([CH2:22][CH2:23][C:24]4[CH:25]=[CH:26][C:27]([O:30][CH3:31])=[CH:28][CH:29]=4)[C:35](=[O:37])[CH3:36])[C:17]([CH3:20])=[C:18]([CH3:19])[C:13]=3[O:12][C:11]2([CH3:34])[CH3:33])=[CH:8][CH:9]=1)([CH3:3])[CH3:2]. The yield is 0.460. (2) The reactants are C1CCC(N=C=NC2CCCCC2)CC1.Cl.[C:17]([NH:20][C:21]1[CH:22]=[C:23]([NH:27][CH:28]([C:32]2[CH:37]=[CH:36][CH:35]=[CH:34][CH:33]=2)[C:29]([OH:31])=[O:30])[CH:24]=[CH:25][CH:26]=1)(=[O:19])[CH3:18].C1C=CC2N(O)N=NC=2C=1.[N:48]12[CH2:55][CH2:54][CH:51]([CH2:52][CH2:53]1)[C@@H:50](O)[CH2:49]2. The catalyst is C1COCC1. The product is [N:48]12[CH2:55][CH2:54][CH:51]([CH2:52][CH2:53]1)[C@@H:50]([O:30][C:29](=[O:31])[CH:28]([NH:27][C:23]1[CH:24]=[CH:25][CH:26]=[C:21]([NH:20][C:17](=[O:19])[CH3:18])[CH:22]=1)[C:32]1[CH:37]=[CH:36][CH:35]=[CH:34][CH:33]=1)[CH2:49]2. The yield is 1.00.